Predict the reaction yield, written as a fraction of the theoretical maximum amount of product (1.0 means a 100% yield; for example, 0.34 means a 34% yield). From a dataset of Reaction yield outcomes from USPTO patents with 853,638 reactions. The reactants are [Cl-].O[NH3+:3].[C:4](=[O:7])([O-])[OH:5].[Na+].CS(C)=O.[CH2:13]([C:17]1[N:22]2[N:23]=[C:24]([CH3:26])[N:25]=[C:21]2[N:20]([CH:27]2[CH2:32][CH2:31][O:30][CH2:29][CH2:28]2)[C:19](=[O:33])[C:18]=1[CH2:34][C:35]1[CH:40]=[CH:39][C:38]([C:41]2[C:42]([C:47]#[N:48])=[CH:43][CH:44]=[CH:45][CH:46]=2)=[CH:37][CH:36]=1)[CH2:14][CH2:15][CH3:16]. The catalyst is C(OCC)(=O)C. The product is [CH2:13]([C:17]1[N:22]2[N:23]=[C:24]([CH3:26])[N:25]=[C:21]2[N:20]([CH:27]2[CH2:28][CH2:29][O:30][CH2:31][CH2:32]2)[C:19](=[O:33])[C:18]=1[CH2:34][C:35]1[CH:36]=[CH:37][C:38]([C:41]2[CH:46]=[CH:45][CH:44]=[CH:43][C:42]=2[C:47]2[NH:3][C:4](=[O:7])[O:5][N:48]=2)=[CH:39][CH:40]=1)[CH2:14][CH2:15][CH3:16]. The yield is 0.520.